This data is from Reaction yield outcomes from USPTO patents with 853,638 reactions. The task is: Predict the reaction yield, written as a fraction of the theoretical maximum amount of product (1.0 means a 100% yield; for example, 0.34 means a 34% yield). (1) The reactants are Br[C:2]1[S:3][CH:4]=[C:5]([C:7]2[CH:12]=[CH:11][CH:10]=[C:9]([F:13])[C:8]=2[F:14])[N:6]=1.[N:15]1([C:21]([O:23][C:24]([CH3:27])([CH3:26])[CH3:25])=[O:22])[CH2:20][CH2:19][NH:18][CH2:17][CH2:16]1.C(=O)([O-])[O-].[K+].[K+].O. The catalyst is CN(C)C=O. The product is [F:14][C:8]1[C:9]([F:13])=[CH:10][CH:11]=[CH:12][C:7]=1[C:5]1[N:6]=[C:2]([N:18]2[CH2:17][CH2:16][N:15]([C:21]([O:23][C:24]([CH3:27])([CH3:26])[CH3:25])=[O:22])[CH2:20][CH2:19]2)[S:3][CH:4]=1. The yield is 0.451. (2) The reactants are [C:1](Cl)(=[O:8])[C:2]1[CH:7]=[CH:6][CH:5]=[CH:4][CH:3]=1.[Cl-].[Al+3].[Cl-].[Cl-].[CH3:14][C:15]1[CH:19]=[C:18]([CH3:20])[NH:17][C:16]=1[C:21]([O:23]CC)=[O:22]. The catalyst is ClC(Cl)C. The product is [C:1]([C:19]1[C:15]([CH3:14])=[C:16]([C:21]([OH:23])=[O:22])[NH:17][C:18]=1[CH3:20])(=[O:8])[C:2]1[CH:7]=[CH:6][CH:5]=[CH:4][CH:3]=1. The yield is 0.510. (3) The reactants are [N:1]1[CH:6]=[CH:5][CH:4]=[C:3]([C:7]2[CH:8]=[C:9]3[CH:15]=[N:14][NH:13][C:10]3=[CH:11][N:12]=2)[CH:2]=1.[OH-].[K+].[I:18]I. The catalyst is CN(C=O)C. The product is [I:18][C:15]1[C:9]2[C:10](=[CH:11][N:12]=[C:7]([C:3]3[CH:2]=[N:1][CH:6]=[CH:5][CH:4]=3)[CH:8]=2)[NH:13][N:14]=1. The yield is 0.900. (4) The reactants are [CH3:1][S:2](Cl)(=[O:4])=[O:3].[CH2:6]([O:13][C:14]1[CH:15]=[C:16]2[N:26]([C:27]([O:29][C:30]([CH3:33])([CH3:32])[CH3:31])=[O:28])[CH2:25][CH:24]([CH2:34][OH:35])[C:17]2=[C:18]2[C:23]=1[N:22]=[CH:21][CH:20]=[CH:19]2)[C:7]1[CH:12]=[CH:11][CH:10]=[CH:9][CH:8]=1.CCN(CC)CC. The catalyst is C(Cl)Cl. The product is [CH2:6]([O:13][C:14]1[CH:15]=[C:16]2[N:26]([C:27]([O:29][C:30]([CH3:31])([CH3:32])[CH3:33])=[O:28])[CH2:25][CH:24]([CH2:34][O:35][S:2]([CH3:1])(=[O:4])=[O:3])[C:17]2=[C:18]2[C:23]=1[N:22]=[CH:21][CH:20]=[CH:19]2)[C:7]1[CH:12]=[CH:11][CH:10]=[CH:9][CH:8]=1. The yield is 0.860. (5) The reactants are [Cl:1][C:2]1[CH:3]=[CH:4][C:5]([CH2:8][O:9][C:10]2[CH:15]=[CH:14][NH:13][C:12](=[O:16])[CH:11]=2)=[N:6][CH:7]=1.Br[C:18]1[CH:26]=[C:25]2[C:21]([C:22]3[CH2:31][CH2:30][N:29]([C:32]([O:34][C:35]([CH3:38])([CH3:37])[CH3:36])=[O:33])[CH2:28][C:23]=3[N:24]2[CH3:27])=[CH:20][CH:19]=1. No catalyst specified. The product is [Cl:1][C:2]1[CH:3]=[CH:4][C:5]([CH2:8][O:9][C:10]2[CH:15]=[CH:14][N:13]([C:18]3[CH:26]=[C:25]4[C:21]([C:22]5[CH2:31][CH2:30][N:29]([C:32]([O:34][C:35]([CH3:38])([CH3:37])[CH3:36])=[O:33])[CH2:28][C:23]=5[N:24]4[CH3:27])=[CH:20][CH:19]=3)[C:12](=[O:16])[CH:11]=2)=[N:6][CH:7]=1. The yield is 0.250. (6) The reactants are [F:1][C:2]1[C:3]([CH3:19])=[C:4]([NH:8][C:9](=[O:18])/[CH:10]=[CH:11]/C2C=CC=CC=2)[CH:5]=[CH:6][CH:7]=1.[Cl-].[Cl-].[Cl-].[Al+3]. The catalyst is ClC1C=CC=CC=1. The product is [F:1][C:2]1[C:3]([CH3:19])=[C:4]2[C:5]([CH:11]=[CH:10][C:9](=[O:18])[NH:8]2)=[CH:6][CH:7]=1. The yield is 0.790. (7) The reactants are [Si](C=[N+]=[N-])(C)(C)[CH3:2].[NH2:8][C:9]1[C:17]([N+:18]([O-:20])=[O:19])=[CH:16][C:12]([C:13]([OH:15])=[O:14])=[C:11]([F:21])[C:10]=1[F:22].CO. The catalyst is C1COCC1. The product is [CH3:2][O:14][C:13](=[O:15])[C:12]1[CH:16]=[C:17]([N+:18]([O-:20])=[O:19])[C:9]([NH2:8])=[C:10]([F:22])[C:11]=1[F:21]. The yield is 0.920. (8) The yield is 0.810. The product is [NH2:11][C:12]1[CH:19]=[CH:18][CH:17]=[CH:16][C:13]=1[C:14]([C:3]1[CH:8]=[CH:7][C:6]([O:9][CH3:10])=[CH:5][CH:4]=1)=[O:22]. The catalyst is BrC(Br)C. The reactants are [Mg].Br[C:3]1[CH:8]=[CH:7][C:6]([O:9][CH3:10])=[CH:5][CH:4]=1.[NH2:11][C:12]1[CH:19]=[CH:18][CH:17]=[CH:16][C:13]=1[C:14]#N.C([O:22]CC)C. (9) The yield is 0.814. The product is [C:1]([C:3]1[C:10](=[O:13])[NH:11][CH:6]=[CH:5][C:4]=1[CH3:9])#[N:2]. The catalyst is O. The reactants are [C:1]([C:3]([C:10]#[N:11])=[C:4]([CH3:9])[CH:5]=[CH:6]OC)#[N:2].S(=O)(=O)(O)[OH:13]. (10) The reactants are [Si:1]([O:8][CH:9]([C:22]1[CH:27]=[CH:26][CH:25]=[C:24]([Cl:28])[CH:23]=1)[C:10]1[CH:14]=[C:13]([CH:15]2[O:19][CH2:18][CH2:17][O:16]2)[S:12][C:11]=1[CH:20]=[O:21])([C:4]([CH3:7])([CH3:6])[CH3:5])([CH3:3])[CH3:2].[BH4-].[Na+]. The catalyst is CO.C(Cl)Cl. The product is [Si:1]([O:8][CH:9]([C:22]1[CH:27]=[CH:26][CH:25]=[C:24]([Cl:28])[CH:23]=1)[C:10]1[CH:14]=[C:13]([CH:15]2[O:19][CH2:18][CH2:17][O:16]2)[S:12][C:11]=1[CH2:20][OH:21])([C:4]([CH3:7])([CH3:5])[CH3:6])([CH3:2])[CH3:3]. The yield is 0.710.